Dataset: Forward reaction prediction with 1.9M reactions from USPTO patents (1976-2016). Task: Predict the product of the given reaction. (1) Given the reactants [Cl:1][C:2]1[CH:7]=[CH:6][C:5]([C:8](=[CH2:13])[C:9]([O:11][CH3:12])=[O:10])=[CH:4][CH:3]=1.C1COCC1.[C:19]([NH2:23])([CH3:22])([CH3:21])[CH3:20], predict the reaction product. The product is: [C:19]([NH:23][CH2:13][CH:8]([C:5]1[CH:4]=[CH:3][C:2]([Cl:1])=[CH:7][CH:6]=1)[C:9]([O:11][CH3:12])=[O:10])([CH3:22])([CH3:21])[CH3:20]. (2) Given the reactants [O-]P([O-])([O-])=O.[K+].[K+].[K+].[CH:9]1[C:18]2[C:13](=[CH:14][CH:15]=[CH:16][CH:17]=2)[CH2:12][CH2:11][C:10]=1B(O)O.[Cl:22][C:23]1[CH:24]=[C:25]([CH2:29][N:30]2[CH:34]=[CH:33][N:32]=[C:31]2[CH3:35])[N:26]=[N:27][CH:28]=1.Cl.CCOCC, predict the reaction product. The product is: [ClH:22].[CH:9]1[C:18]2[C:13](=[CH:14][CH:15]=[CH:16][CH:17]=2)[CH2:12][CH2:11][C:10]=1[C:23]1[CH:24]=[C:25]([CH2:29][N:30]2[CH:34]=[CH:33][N:32]=[C:31]2[CH3:35])[N:26]=[N:27][CH:28]=1. (3) Given the reactants [NH2:1][C:2]1[CH:7]=[C:6]([CH3:8])[C:5]([NH:9][C:10](=[O:19])[CH2:11][C:12]2[CH:17]=[CH:16][CH:15]=[C:14]([F:18])[CH:13]=2)=[C:4]([Cl:20])[CH:3]=1.Cl[CH2:22][CH2:23][O:24][CH2:25][CH2:26]Cl.[I-].[K+].C(=O)(O)[O-].[Na+], predict the reaction product. The product is: [Cl:20][C:4]1[CH:3]=[C:2]([N:1]2[CH2:26][CH2:25][O:24][CH2:23][CH2:22]2)[CH:7]=[C:6]([CH3:8])[C:5]=1[NH:9][C:10](=[O:19])[CH2:11][C:12]1[CH:17]=[CH:16][CH:15]=[C:14]([F:18])[CH:13]=1. (4) Given the reactants [CH:1]([NH:14][C:15]1[C:24]2[C:19](=[CH:20][CH:21]=[CH:22][CH:23]=2)[N:18]=[C:17](Cl)[N:16]=1)([C:8]1[CH:13]=[CH:12][CH:11]=[CH:10][CH:9]=1)[C:2]1[CH:7]=[CH:6][CH:5]=[CH:4][CH:3]=1.[CH3:26][N:27]([CH3:37])[C:28]1[N:33]=[CH:32][C:31](B(O)O)=[CH:30][CH:29]=1.C(NC1C2C(=CC=CC=2)N=C(C2SC3C=CC=CC=3C=2)N=1)(C1C=CC=CC=1)C1C=CC=CC=1, predict the reaction product. The product is: [CH:1]([NH:14][C:15]1[C:24]2[C:19](=[CH:20][CH:21]=[CH:22][CH:23]=2)[N:18]=[C:17]([C:31]2[CH:32]=[N:33][C:28]([N:27]([CH3:37])[CH3:26])=[CH:29][CH:30]=2)[N:16]=1)([C:8]1[CH:13]=[CH:12][CH:11]=[CH:10][CH:9]=1)[C:2]1[CH:7]=[CH:6][CH:5]=[CH:4][CH:3]=1.